Dataset: Full USPTO retrosynthesis dataset with 1.9M reactions from patents (1976-2016). Task: Predict the reactants needed to synthesize the given product. Given the product [NH2:28][C:3]1[C:4]([Cl:27])=[CH:5][C:6]([CH2:8][NH:9][C:10]([NH2:26])=[N:11][C:12](=[O:25])[CH2:13][C:14]2[C:22]3[C:17](=[CH:18][CH:19]=[C:20]([O:23][CH3:24])[CH:21]=3)[NH:16][CH:15]=2)=[CH:7][C:2]=1[Cl:1], predict the reactants needed to synthesize it. The reactants are: [Cl:1][C:2]1[CH:7]=[C:6]([CH2:8][NH:9][C:10]([NH2:26])=[N:11][C:12](=[O:25])[CH2:13][C:14]2[C:22]3[C:17](=[CH:18][CH:19]=[C:20]([O:23][CH3:24])[CH:21]=3)[NH:16][CH:15]=2)[CH:5]=[C:4]([Cl:27])[C:3]=1[NH:28]C(=O)C.COC1C=C2C(=CC=1)NC=C2CC(O)=O.COC1C=C2C(=CC=1)NC=C2CC(N(C(SC)=N)C(=O)OC(C)(C)C)=O.ClC1C=C(C=C(Cl)C=1N)CN.